This data is from Catalyst prediction with 721,799 reactions and 888 catalyst types from USPTO. The task is: Predict which catalyst facilitates the given reaction. (1) Reactant: [CH2:1]([O:3][C:4]1[CH:9]=[CH:8][C:7]([C:10]2[CH:15]=[CH:14][C:13]([CH2:16][CH2:17][CH:18]3OCC[O:19]3)=[CH:12][CH:11]=2)=[C:6]([F:23])[C:5]=1[F:24])[CH3:2].C(O)=O. Product: [CH2:1]([O:3][C:4]1[CH:9]=[CH:8][C:7]([C:10]2[CH:15]=[CH:14][C:13]([CH2:16][CH2:17][CH:18]=[O:19])=[CH:12][CH:11]=2)=[C:6]([F:23])[C:5]=1[F:24])[CH3:2]. The catalyst class is: 11. (2) Reactant: [F:1][C:2]1[CH:3]=[N:4][C:5]([O:17][C:18]2[CH:23]=[CH:22][CH:21]=[C:20]([S:24][CH3:25])[CH:19]=2)=[C:6]([CH:16]=1)[C:7]([NH:9][CH:10]1[CH2:15][CH2:14][NH:13][CH2:12][CH2:11]1)=[O:8].C(N(CC)CC)C.[C:33](Cl)(=[O:36])[CH2:34][CH3:35].Cl.CN(C)CCCN=C=NCC. Product: [NH3:4].[F:1][C:2]1[CH:3]=[N:4][C:5]([O:17][C:18]2[CH:23]=[CH:22][CH:21]=[C:20]([S:24][CH3:25])[CH:19]=2)=[C:6]([CH:16]=1)[C:7]([NH:9][CH:10]1[CH2:11][CH2:12][N:13]([C:33](=[O:36])[CH2:34][CH3:35])[CH2:14][CH2:15]1)=[O:8]. The catalyst class is: 4. (3) Reactant: [Cl:1][C:2]1[CH:7]=[CH:6][C:5]([NH:8][CH:9]2[CH2:12][N:11](C(OC(C)(C)C)=O)[CH2:10]2)=[C:4]([N+:20]([O-:22])=[O:21])[CH:3]=1.FC(F)(F)C(O)=O. Product: [Cl:1][C:2]1[CH:7]=[CH:6][C:5]([NH:8][CH:9]2[CH2:12][NH:11][CH2:10]2)=[C:4]([N+:20]([O-:22])=[O:21])[CH:3]=1. The catalyst class is: 4. (4) Reactant: [C:1]([O:5][C:6]([N:8]1[CH2:13][CH2:12][CH:11]([O:14][C:15]2[CH:16]=[CH:17][C:18]3[CH:22]([CH2:23][C:24]([O:26]CC)=[O:25])[O:21][B:20]([OH:29])[C:19]=3[CH:30]=2)[CH2:10][CH2:9]1)=[O:7])([CH3:4])([CH3:3])[CH3:2].[Li+].[OH-].Cl. Product: [C:1]([O:5][C:6]([N:8]1[CH2:13][CH2:12][CH:11]([O:14][C:15]2[CH:16]=[CH:17][C:18]3[CH:22]([CH2:23][C:24]([OH:26])=[O:25])[O:21][B:20]([OH:29])[C:19]=3[CH:30]=2)[CH2:10][CH2:9]1)=[O:7])([CH3:4])([CH3:2])[CH3:3]. The catalyst class is: 24. (5) Reactant: [C:1]([C:3]1[CH:4]=[CH:5][C:6]([C:9]([O:11]C)=[O:10])=[N:7][CH:8]=1)#[N:2].[Li+].[OH-].C(O)(=O)CC(CC(O)=O)(C(O)=O)O. The catalyst class is: 36. Product: [C:1]([C:3]1[CH:4]=[CH:5][C:6]([C:9]([OH:11])=[O:10])=[N:7][CH:8]=1)#[N:2]. (6) Reactant: [C:1]([O:5][C:6](=[O:16])[CH:7]([CH2:11][S:12](Cl)(=[O:14])=[O:13])[CH:8]([CH3:10])[CH3:9])([CH3:4])([CH3:3])[CH3:2].[CH3:17][O:18][C:19]1[CH:20]=[C:21]2[C:25](=[CH:26][CH:27]=1)[NH:24][C:23]1[CH2:28][NH:29][CH2:30][CH2:31][C:22]2=1.C(N(CC)CC)C. Product: [C:1]([O:5][C:6](=[O:16])[CH:7]([CH2:11][S:12]([N:29]1[CH2:30][CH2:31][C:22]2[C:21]3[C:25](=[CH:26][CH:27]=[C:19]([O:18][CH3:17])[CH:20]=3)[NH:24][C:23]=2[CH2:28]1)(=[O:14])=[O:13])[CH:8]([CH3:10])[CH3:9])([CH3:4])([CH3:3])[CH3:2]. The catalyst class is: 4. (7) Reactant: Br[CH2:2][C:3]1[CH:8]=[CH:7][C:6]([C:9]2[CH:13]=[C:12]([C:14]([NH2:16])=[O:15])[O:11][N:10]=2)=[CH:5][CH:4]=1.[C:17]1([CH3:24])[C:22]([OH:23])=[CH:21][CH:20]=[CH:19][CH:18]=1.C([O-])([O-])=O.[K+].[K+]. Product: [C:17]1([CH3:24])[CH:18]=[CH:19][CH:20]=[CH:21][C:22]=1[O:23][CH2:2][C:3]1[CH:8]=[CH:7][C:6]([C:9]2[CH:13]=[C:12]([C:14]([NH2:16])=[O:15])[O:11][N:10]=2)=[CH:5][CH:4]=1. The catalyst class is: 23.